From a dataset of Peptide-MHC class II binding affinity with 134,281 pairs from IEDB. Regression. Given a peptide amino acid sequence and an MHC pseudo amino acid sequence, predict their binding affinity value. This is MHC class II binding data. (1) The peptide sequence is TPGQCNMVVERLGDY. The MHC is HLA-DPA10301-DPB10402 with pseudo-sequence HLA-DPA10301-DPB10402. The binding affinity (normalized) is 0.174. (2) The peptide sequence is PEAKYDAYVATLTEA. The MHC is HLA-DQA10501-DQB10201 with pseudo-sequence HLA-DQA10501-DQB10201. The binding affinity (normalized) is 0.358.